Dataset: Forward reaction prediction with 1.9M reactions from USPTO patents (1976-2016). Task: Predict the product of the given reaction. Given the reactants [ClH:1].O1CCOC[CH2:3]1.C(OC([NH:15][C@H:16]1[CH2:24][O:23][C@H:19]([C:20]([OH:22])=[O:21])[CH2:18][CH2:17]1)=O)(C)(C)C, predict the reaction product. The product is: [ClH:1].[NH2:15][C@H:16]1[CH2:24][O:23][C@H:19]([C:20]([O:22][CH3:3])=[O:21])[CH2:18][CH2:17]1.